This data is from Full USPTO retrosynthesis dataset with 1.9M reactions from patents (1976-2016). The task is: Predict the reactants needed to synthesize the given product. (1) The reactants are: Cl.[CH3:2][O:3][CH2:4][CH2:5][CH2:6][NH:7][C:8]([C@@H:10]1[C:15]([CH3:17])([CH3:16])[CH2:14][CH2:13][CH:12]([C:18]2[C:22]([CH2:23][N:24]([CH3:36])[CH2:25][CH2:26][N:27](C)[C:28](=O)OC(C)(C)C)=[CH:21][N:20](C3CCCCO3)[N:19]=2)[CH2:11]1)=[O:9]. Given the product [CH3:2][O:3][CH2:4][CH2:5][CH2:6][NH:7][C:8]([C@H:10]1[CH2:11][C@H:12]([C:18]2[C:22]([CH2:23][N:24]([CH3:36])[CH2:25][CH2:26][NH:27][CH3:28])=[CH:21][NH:20][N:19]=2)[CH2:13][CH2:14][C:15]1([CH3:17])[CH3:16])=[O:9], predict the reactants needed to synthesize it. (2) Given the product [C:9]1([C:6]2[N:5]=[CH:4][C:3]([CH2:2][C:19]3[CH:20]=[N:15][CH:16]=[N:17][CH:18]=3)=[CH:8][N:7]=2)[CH:14]=[CH:13][CH:12]=[CH:11][CH:10]=1, predict the reactants needed to synthesize it. The reactants are: Br[CH2:2][C:3]1[CH:4]=[N:5][C:6]([C:9]2[CH:14]=[CH:13][CH:12]=[CH:11][CH:10]=2)=[N:7][CH:8]=1.[N:15]1[CH:20]=[C:19](B(O)O)[CH:18]=[N:17][CH:16]=1. (3) Given the product [C:37]([O:36][C@H:35]1[C@@H:34]([O:40][C:41](=[O:43])[CH3:42])[C@@H:33]([N:44]2[CH:49]=[CH:48][C:47](=[O:50])[NH:46][C:45]2=[O:51])[O:32][C@@H:31]1[C@H:30]([OH:52])[CH:24]([C:25]([O:27][CH2:28][CH3:29])=[O:26])[NH:23][CH2:19][CH2:18][CH2:17][NH:16][C:15](=[O:21])[C@H:11]([C@@H:12]([OH:14])[CH3:13])[NH:10][C:9](=[O:22])[O:8][CH2:1][C:2]1[CH:7]=[CH:6][CH:5]=[CH:4][CH:3]=1)(=[O:39])[CH3:38], predict the reactants needed to synthesize it. The reactants are: [CH2:1]([O:8][C:9](=[O:22])[NH:10][C@H:11]([C:15](=[O:21])[NH:16][CH2:17][CH2:18][CH:19]=O)[C@@H:12]([OH:14])[CH3:13])[C:2]1[CH:7]=[CH:6][CH:5]=[CH:4][CH:3]=1.[NH2:23][C@H:24]([C@@H:30]([OH:52])[C@H:31]1[C@@H:35]([O:36][C:37](=[O:39])[CH3:38])[C@@H:34]([O:40][C:41](=[O:43])[CH3:42])[C@H:33]([N:44]2[CH:49]=[CH:48][C:47](=[O:50])[NH:46][C:45]2=[O:51])[O:32]1)[C:25]([O:27][CH2:28][CH3:29])=[O:26].N[C@H]([C@@H](O)[C@H]1[C@@H](OC(=O)C)[C@@H](OC(=O)C)[C@@H](N2C=CC(=O)NC2=O)O1)C(OCC)=O.C(O[BH-](OC(=O)C)OC(=O)C)(=O)C.[Na+]. (4) The reactants are: [SH:1][C:2]1[CH:7]=[CH:6][C:5]([OH:8])=[CH:4][CH:3]=1.Br[CH2:10][C:11]1[CH:20]=[CH:19][C:14]([C:15]([O:17]C)=[O:16])=[CH:13][CH:12]=1.C(N(CC)CC)C.[Cl-].[NH4+].[OH-].[Li+]. Given the product [OH:8][C:5]1[CH:6]=[CH:7][C:2]([S:1][CH2:10][C:11]2[CH:20]=[CH:19][C:14]([C:15]([OH:17])=[O:16])=[CH:13][CH:12]=2)=[CH:3][CH:4]=1, predict the reactants needed to synthesize it. (5) Given the product [CH2:1]([O:3][C:4](=[O:25])[CH2:5][N:6]1[C:10]([CH3:11])=[C:9]([C:12]2[CH:17]=[CH:16][C:15]([C:18]([F:21])([F:19])[F:20])=[CH:14][C:13]=2[CH2:22][NH:28][CH2:26][CH3:27])[C:8]([CH3:24])=[N:7]1)[CH3:2], predict the reactants needed to synthesize it. The reactants are: [CH2:1]([O:3][C:4](=[O:25])[CH2:5][N:6]1[C:10]([CH3:11])=[C:9]([C:12]2[CH:17]=[CH:16][C:15]([C:18]([F:21])([F:20])[F:19])=[CH:14][C:13]=2[CH:22]=O)[C:8]([CH3:24])=[N:7]1)[CH3:2].[CH2:26]([NH2:28])[CH3:27].